This data is from Forward reaction prediction with 1.9M reactions from USPTO patents (1976-2016). The task is: Predict the product of the given reaction. Given the reactants O.[NH2:2][C:3]1[CH:4]=[C:5](B(O)O)[CH:6]=[CH:7][CH:8]=1, predict the reaction product. The product is: [CH:6]1[CH:5]=[CH:4][C:3]([N:2]([C:6]2[CH:5]=[CH:4][C:3]([NH2:2])=[CH:8][CH:7]=2)[C:3]2[CH:4]=[CH:5][CH:6]=[CH:7][CH:8]=2)=[CH:8][CH:7]=1.